Dataset: NCI-60 drug combinations with 297,098 pairs across 59 cell lines. Task: Regression. Given two drug SMILES strings and cell line genomic features, predict the synergy score measuring deviation from expected non-interaction effect. (1) Drug 1: C1=NC2=C(N1)C(=S)N=CN2. Drug 2: C1C(C(OC1N2C=NC(=NC2=O)N)CO)O. Cell line: UACC62. Synergy scores: CSS=26.1, Synergy_ZIP=1.04, Synergy_Bliss=2.50, Synergy_Loewe=-3.81, Synergy_HSA=2.55. (2) Drug 1: CC1=CC=C(C=C1)C2=CC(=NN2C3=CC=C(C=C3)S(=O)(=O)N)C(F)(F)F. Drug 2: CCN(CC)CCCC(C)NC1=C2C=C(C=CC2=NC3=C1C=CC(=C3)Cl)OC. Cell line: NCI-H460. Synergy scores: CSS=30.6, Synergy_ZIP=-1.27, Synergy_Bliss=0.479, Synergy_Loewe=-15.7, Synergy_HSA=-1.14. (3) Drug 1: CCC(=C(C1=CC=CC=C1)C2=CC=C(C=C2)OCCN(C)C)C3=CC=CC=C3.C(C(=O)O)C(CC(=O)O)(C(=O)O)O. Drug 2: CC(C)CN1C=NC2=C1C3=CC=CC=C3N=C2N. Cell line: UACC62. Synergy scores: CSS=12.4, Synergy_ZIP=-4.57, Synergy_Bliss=-2.98, Synergy_Loewe=-1.74, Synergy_HSA=-2.81. (4) Drug 1: C1=NNC2=C1C(=O)NC=N2. Drug 2: C1CN(P(=O)(OC1)NCCCl)CCCl. Cell line: MDA-MB-231. Synergy scores: CSS=3.44, Synergy_ZIP=-4.20, Synergy_Bliss=-3.51, Synergy_Loewe=-0.643, Synergy_HSA=-0.795. (5) Synergy scores: CSS=28.8, Synergy_ZIP=3.36, Synergy_Bliss=5.74, Synergy_Loewe=-27.9, Synergy_HSA=2.31. Drug 2: CCC1(C2=C(COC1=O)C(=O)N3CC4=CC5=C(C=CC(=C5CN(C)C)O)N=C4C3=C2)O.Cl. Drug 1: CS(=O)(=O)OCCCCOS(=O)(=O)C. Cell line: SNB-75.